Predict the reactants needed to synthesize the given product. From a dataset of Full USPTO retrosynthesis dataset with 1.9M reactions from patents (1976-2016). (1) Given the product [CH2:1]([NH:8][C:9](=[O:17])[C:10]1[C:15]([C:19]2[CH:20]=[CH:21][CH:22]=[CH:23][C:18]=2[CH3:26])=[CH:14][C:13]([Cl:16])=[N:12][CH:11]=1)[C:2]1[CH:7]=[CH:6][CH:5]=[CH:4][CH:3]=1, predict the reactants needed to synthesize it. The reactants are: [CH2:1]([NH:8][C:9](=[O:17])[C:10]1[CH:15]=[CH:14][C:13]([Cl:16])=[N:12][CH:11]=1)[C:2]1[CH:7]=[CH:6][CH:5]=[CH:4][CH:3]=1.[C:18]1([CH3:26])[CH:23]=[CH:22][CH:21]=[CH:20][C:19]=1[Mg]Cl.C(O)(=O)C. (2) Given the product [Cl:1][C:2]1[C:3]([NH:35][CH2:34][CH2:33][N:27]2[CH2:32][CH2:31][O:30][CH2:29][CH2:28]2)=[C:4]2[N:10]=[C:9]([C:11]3[CH:16]=[CH:15][C:14]([O:17][CH2:18][CH2:19][N:20]4[CH2:21][CH2:22][O:23][CH2:24][CH2:25]4)=[CH:13][CH:12]=3)[NH:8][C:5]2=[N:6][CH:7]=1, predict the reactants needed to synthesize it. The reactants are: [Cl:1][C:2]1[C:3](Cl)=[C:4]2[N:10]=[C:9]([C:11]3[CH:16]=[CH:15][C:14]([O:17][CH2:18][CH2:19][N:20]4[CH2:25][CH2:24][O:23][CH2:22][CH2:21]4)=[CH:13][CH:12]=3)[NH:8][C:5]2=[N:6][CH:7]=1.[N:27]1([CH2:33][CH2:34][NH2:35])[CH2:32][CH2:31][O:30][CH2:29][CH2:28]1. (3) Given the product [CH3:12][NH:13][C:2]1[N:7]=[C:6]([NH2:8])[C:5]([N+:9]([O-:11])=[O:10])=[CH:4][N:3]=1, predict the reactants needed to synthesize it. The reactants are: Cl[C:2]1[N:7]=[C:6]([NH2:8])[C:5]([N+:9]([O-:11])=[O:10])=[CH:4][N:3]=1.[CH3:12][NH2:13].